From a dataset of CYP2C19 inhibition data for predicting drug metabolism from PubChem BioAssay. Regression/Classification. Given a drug SMILES string, predict its absorption, distribution, metabolism, or excretion properties. Task type varies by dataset: regression for continuous measurements (e.g., permeability, clearance, half-life) or binary classification for categorical outcomes (e.g., BBB penetration, CYP inhibition). Dataset: cyp2c19_veith. (1) The molecule is CCn1c(CC(C)C)n[nH]c1=S. The result is 0 (non-inhibitor). (2) The result is 0 (non-inhibitor). The drug is CCOC(=O)CCN1C(=O)[C@H]2CC[C@@H]3/C(=N\NC(=O)OCc4ccc(OC)cc4)C[C@@H](O)[C@@H](O)[C@@H]3[C@@H]2C1=O. (3) The molecule is C/C(N)=C(/C#N)C(=O)CSc1nnc(COc2cc(C)ccc2C)o1. The result is 1 (inhibitor).